From a dataset of Full USPTO retrosynthesis dataset with 1.9M reactions from patents (1976-2016). Predict the reactants needed to synthesize the given product. (1) Given the product [NH2:4][C:5]1[CH:6]=[CH:7][C:8]([C:11]2[C:12]3[NH:16][C:15]([CH:17]=[C:18]4[N:42]=[C:21]([C:22]([C:34]5[CH:35]=[CH:36][C:37]([O:40][CH3:41])=[CH:38][CH:39]=5)=[C:23]5[NH:33][C:26](=[CH:27][C:28]6[CH:29]=[CH:30][C:31]=2[N:32]=6)[CH:25]=[CH:24]5)[CH:20]=[CH:19]4)=[CH:14][CH:13]=3)=[CH:9][CH:10]=1, predict the reactants needed to synthesize it. The reactants are: C([NH:4][C:5]1[CH:10]=[CH:9][C:8]([C:11]2[C:12]3[NH:16][C:15]([CH:17]=[C:18]4[N:42]=[C:21]([C:22]([C:34]5[CH:39]=[CH:38][C:37]([O:40][CH3:41])=[CH:36][CH:35]=5)=[C:23]5[NH:33][C:26](=[CH:27][C:28]6[CH:29]=[CH:30][C:31]=2[N:32]=6)[CH:25]=[CH:24]5)[CH:20]=[CH:19]4)=[CH:14][CH:13]=3)=[CH:7][CH:6]=1)(=O)C. (2) The reactants are: [F:1][C:2]1[CH:7]=[C:6]([F:8])[CH:5]=[CH:4][C:3]=1[C:9]1[CH2:12][CH2:11][C:10]=1[N:13](C=O)[C:14](=[O:16])[CH3:15].C(=O)([O-])[O-].[K+].[K+].C(=O)(O)[O-].[Na+]. Given the product [F:1][C:2]1[CH:7]=[C:6]([F:8])[CH:5]=[CH:4][C:3]=1[C:9]1[CH2:12][CH2:11][C:10]=1[NH:13][C:14](=[O:16])[CH3:15], predict the reactants needed to synthesize it. (3) The reactants are: [Si:1]([O:18][C:19]([CH3:49])([CH2:44][CH2:45][CH2:46][CH2:47][CH3:48])/[CH:20]=[CH:21]/[C@H:22]1[C@H:26]([O:27][CH:28]2[CH2:33][CH2:32][CH2:31][CH2:30][O:29]2)[CH2:25][C@H:24]([OH:34])[C@@H:23]1[CH2:35]/[CH:36]=[CH:37]\[CH2:38][CH2:39][CH2:40][C:41]([OH:43])=[O:42])([C:14]([CH3:17])([CH3:16])[CH3:15])([C:8]1[CH:13]=[CH:12][CH:11]=[CH:10][CH:9]=1)[C:2]1[CH:7]=[CH:6][CH:5]=[CH:4][CH:3]=1.[N+](=[CH2:52])=[N-]. Given the product [Si:1]([O:18][C:19]([CH3:49])([CH2:44][CH2:45][CH2:46][CH2:47][CH3:48])/[CH:20]=[CH:21]/[C@H:22]1[C@H:26]([O:27][CH:28]2[CH2:33][CH2:32][CH2:31][CH2:30][O:29]2)[CH2:25][C@H:24]([OH:34])[C@@H:23]1[CH2:35]/[CH:36]=[CH:37]\[CH2:38][CH2:39][CH2:40][C:41]([O:43][CH3:52])=[O:42])([C:14]([CH3:17])([CH3:16])[CH3:15])([C:8]1[CH:13]=[CH:12][CH:11]=[CH:10][CH:9]=1)[C:2]1[CH:7]=[CH:6][CH:5]=[CH:4][CH:3]=1, predict the reactants needed to synthesize it.